This data is from NCI-60 drug combinations with 297,098 pairs across 59 cell lines. The task is: Regression. Given two drug SMILES strings and cell line genomic features, predict the synergy score measuring deviation from expected non-interaction effect. (1) Drug 1: CCC1=CC2CC(C3=C(CN(C2)C1)C4=CC=CC=C4N3)(C5=C(C=C6C(=C5)C78CCN9C7C(C=CC9)(C(C(C8N6C)(C(=O)OC)O)OC(=O)C)CC)OC)C(=O)OC.C(C(C(=O)O)O)(C(=O)O)O. Drug 2: C1C(C(OC1N2C=NC(=NC2=O)N)CO)O. Cell line: KM12. Synergy scores: CSS=37.7, Synergy_ZIP=-5.92, Synergy_Bliss=-10.0, Synergy_Loewe=-24.2, Synergy_HSA=-6.83. (2) Drug 1: CC1=C2C(C(=O)C3(C(CC4C(C3C(C(C2(C)C)(CC1OC(=O)C(C(C5=CC=CC=C5)NC(=O)OC(C)(C)C)O)O)OC(=O)C6=CC=CC=C6)(CO4)OC(=O)C)OC)C)OC. Drug 2: C1CCC(C1)C(CC#N)N2C=C(C=N2)C3=C4C=CNC4=NC=N3. Cell line: SW-620. Synergy scores: CSS=66.1, Synergy_ZIP=15.8, Synergy_Bliss=17.3, Synergy_Loewe=7.46, Synergy_HSA=17.2.